Dataset: Catalyst prediction with 721,799 reactions and 888 catalyst types from USPTO. Task: Predict which catalyst facilitates the given reaction. (1) Reactant: [CH3:1][C:2]1[C:11]([NH2:12])=[C:10]2[C:5]([C:6]([NH:13][C:14]3[CH:19]=[CH:18][CH:17]=[C:16]([C:20]([F:23])([F:22])[F:21])[CH:15]=3)=[N:7][CH:8]=[N:9]2)=[CH:4][CH:3]=1.[Cl:24][C:25]1[C:30]([C:31](O)=[O:32])=[C:29]([F:34])[C:28]([CH2:35][NH:36][C:37](=[O:42])[C:38]([CH3:41])([CH3:40])[CH3:39])=[CH:27][CH:26]=1.C(Cl)(=O)C(Cl)=O.CCN(C(C)C)C(C)C. Product: [Cl:24][C:25]1[C:30]([C:31]([NH:12][C:11]2[C:2]([CH3:1])=[CH:3][CH:4]=[C:5]3[C:10]=2[N:9]=[CH:8][N:7]=[C:6]3[NH:13][C:14]2[CH:19]=[CH:18][CH:17]=[C:16]([C:20]([F:23])([F:21])[F:22])[CH:15]=2)=[O:32])=[C:29]([F:34])[C:28]([CH2:35][NH:36][C:37](=[O:42])[C:38]([CH3:40])([CH3:39])[CH3:41])=[CH:27][CH:26]=1. The catalyst class is: 85. (2) Reactant: [CH3:1][C:2]1([CH:7]([CH2:11][CH3:12])[C:8]([OH:10])=O)[O:6][CH2:5][CH2:4][O:3]1.C(Cl)(=O)C(Cl)=O.N1C=CC=CC=1.[S:25]1[CH:29]=[CH:28][CH:27]=[C:26]1[CH2:30][CH2:31][NH2:32]. Product: [CH3:1][C:2]1([CH:7]([CH2:11][CH3:12])[C:8]([NH:32][CH2:31][CH2:30][C:26]2[S:25][CH:29]=[CH:28][CH:27]=2)=[O:10])[O:3][CH2:4][CH2:5][O:6]1. The catalyst class is: 2. (3) Reactant: [C:1]1([CH3:8])[C:2]([CH3:7])=[CH:3][CH:4]=[CH:5][CH:6]=1.[C:9](Cl)(=[O:12])[CH:10]=[CH2:11].[Cl-].[Al+3].[Cl-].[Cl-]. Product: [CH3:8][C:1]1[CH:6]=[C:5]([C:9](=[O:12])[CH:10]=[CH2:11])[CH:4]=[CH:3][C:2]=1[CH3:7]. The catalyst class is: 4. (4) Reactant: N[CH2:2][CH2:3][N:4]1[CH2:8][CH2:7][CH2:6][C@@H:5]1[CH2:9][N:10]1[N:19]=[C:18]([CH2:20][C:21]2[CH:26]=[CH:25][C:24]([Cl:27])=[CH:23][CH:22]=2)[C:17]2[C:12](=[CH:13][CH:14]=[CH:15][CH:16]=2)[C:11]1=[O:28].C([N:31](CC)CC)C.[F:36][C:37]([F:43])([F:42])[CH2:38][C:39](Cl)=[O:40]. Product: [Cl:27][C:24]1[CH:25]=[CH:26][C:21]([CH2:20][C:18]2[C:17]3[C:12](=[CH:13][CH:14]=[CH:15][CH:16]=3)[C:11](=[O:28])[N:10]([CH2:9][C@H:5]3[CH2:6][CH2:7][CH2:8][N:4]3[CH2:3][CH2:2][CH:38]([C:37]([F:43])([F:42])[F:36])[C:39]([NH2:31])=[O:40])[N:19]=2)=[CH:22][CH:23]=1. The catalyst class is: 2.